Predict which catalyst facilitates the given reaction. From a dataset of Catalyst prediction with 721,799 reactions and 888 catalyst types from USPTO. (1) Reactant: [Li]CCCC.Br[C:7]1[CH:12]=[CH:11][CH:10]=[C:9]([CH:13]([CH3:15])[CH3:14])[CH:8]=1.C([O:19][B:20](OC(C)C)[O:21]C(C)C)(C)C.Cl. Product: [CH:13]([C:9]1[CH:8]=[C:7]([B:20]([OH:21])[OH:19])[CH:12]=[CH:11][CH:10]=1)([CH3:15])[CH3:14]. The catalyst class is: 1. (2) Reactant: [Br:1][C:2]1[C:3]([F:13])=[C:4]([CH2:8][CH2:9][C:10](Cl)=[O:11])[CH:5]=[CH:6][CH:7]=1.[Al+3].[Cl-].[Cl-].[Cl-]. Product: [Br:1][C:2]1[C:3]([F:13])=[C:4]2[C:5](=[CH:6][CH:7]=1)[C:10](=[O:11])[CH2:9][CH2:8]2. The catalyst class is: 4.